This data is from Forward reaction prediction with 1.9M reactions from USPTO patents (1976-2016). The task is: Predict the product of the given reaction. (1) Given the reactants C([O:8]C1C=C(C=CC=1)[NH2:12])C1C=CC=CC=1.C(OC1C=CC(N)=CC=1)C1C=CC=CC=1.COCCC(Cl)=O.C(OCC(Cl)=O)C.[CH3:45][O:46][CH2:47][CH2:48][C:49]1[N:50]([CH2:63][CH2:64][CH3:65])[C:51]2[C:60]3[CH:59]=[CH:58][C:57]([OH:61])=[CH:56][C:55]=3[N:54]=[CH:53][C:52]=2[N:62]=1.[CH:66]([N:69]=[C:70]=[O:71])([CH3:68])[CH3:67], predict the reaction product. The product is: [OH-:8].[NH4+:12].[CH:66]([NH:69][C:70](=[O:71])[O:61][C:57]1[CH:58]=[CH:59][C:60]2[C:51]3[N:50]([CH2:63][CH2:64][CH3:65])[C:49]([CH2:48][CH2:47][O:46][CH3:45])=[N:62][C:52]=3[CH:53]=[N:54][C:55]=2[CH:56]=1)([CH3:68])[CH3:67]. (2) Given the reactants Br[C:2]1[CH:7]=[CH:6][N:5]=[C:4]([NH2:8])[CH:3]=1.[CH2:9]([Sn:13]([CH2:31][CH2:32][CH2:33][CH3:34])([CH2:27][CH2:28][CH2:29][CH3:30])[Sn:13]([CH2:27][CH2:28][CH2:29][CH3:30])([CH2:31][CH2:32][CH2:33][CH3:34])[CH2:9][CH2:10][CH2:11][CH3:12])[CH2:10][CH2:11][CH3:12], predict the reaction product. The product is: [CH2:31]([Sn:13]([CH2:9][CH2:10][CH2:11][CH3:12])([CH2:27][CH2:28][CH2:29][CH3:30])[C:2]1[CH:7]=[CH:6][N:5]=[C:4]([NH2:8])[CH:3]=1)[CH2:32][CH2:33][CH3:34].